This data is from Full USPTO retrosynthesis dataset with 1.9M reactions from patents (1976-2016). The task is: Predict the reactants needed to synthesize the given product. (1) Given the product [Br:15][C:8]1[C:7]([CH3:6])=[CH:12][C:11]([O:13][CH2:26][C:24](=[O:25])[CH2:22][CH3:23])=[C:10]([CH3:14])[CH:9]=1, predict the reactants needed to synthesize it. The reactants are: CN(C=O)C.[CH3:6][C:7]1[CH:12]=[C:11]([OH:13])[C:10]([CH3:14])=[CH:9][C:8]=1[Br:15].C(=O)([O-])[O-].[K+].[K+].[CH2:22]([C:24]([CH2:26]Br)=[O:25])[CH3:23]. (2) Given the product [C:8]([C:4]1[CH:5]=[N:6][CH:7]=[C:2]([N:11]([CH3:12])[CH3:10])[N:3]=1)#[N:9], predict the reactants needed to synthesize it. The reactants are: Cl[C:2]1[CH:7]=[N:6][CH:5]=[C:4]([C:8]#[N:9])[N:3]=1.[CH3:10][NH:11][CH3:12].C(#N)C.C1COCC1. (3) Given the product [Cl:8][C:6]1[CH:5]=[CH:4][C:3]([N+:9]([O-:11])=[O:10])=[C:2]([OH:12])[CH:7]=1, predict the reactants needed to synthesize it. The reactants are: Cl[C:2]1[CH:7]=[C:6]([Cl:8])[CH:5]=[CH:4][C:3]=1[N+:9]([O-:11])=[O:10].[OH-:12].[Na+].Cl. (4) The reactants are: [S:1]1[CH:5]=[CH:4][N:3]=[CH:2]1.Br[C:7]1[CH:12]=[CH:11][C:10]([O:13][CH3:14])=[CH:9][CH:8]=1. Given the product [CH3:14][O:13][C:10]1[CH:11]=[CH:12][C:7]([C:2]2[S:1][CH:5]=[CH:4][N:3]=2)=[CH:8][CH:9]=1, predict the reactants needed to synthesize it. (5) Given the product [CH3:1][O:2][C:3]1[CH:12]=[C:11]2[C:6]([N:7]=[C:8]([CH3:14])[C:9](=[O:13])[N:10]2[CH2:22][CH2:23][N:24]2[CH2:29][CH2:28][CH:27]([NH:30][C:31](=[O:32])[O:33][C:34]([CH3:37])([CH3:36])[CH3:35])[CH2:26][CH2:25]2)=[CH:5][CH:4]=1, predict the reactants needed to synthesize it. The reactants are: [CH3:1][O:2][C:3]1[CH:12]=[C:11]2[C:6]([N:7]=[C:8]([CH3:14])[C:9](=[O:13])[NH:10]2)=[CH:5][CH:4]=1.[H-].[Na+].CS(O[CH2:22][CH2:23][N:24]1[CH2:29][CH2:28][CH:27]([NH:30][C:31]([O:33][C:34]([CH3:37])([CH3:36])[CH3:35])=[O:32])[CH2:26][CH2:25]1)(=O)=O.COC1C=C2C(C=CC(=O)N2CCN2CCC(NC(=O)OC(C)(C)C)CC2)=CC=1. (6) Given the product [CH3:27][O:28][C:29]1[CH:34]=[C:33]([CH3:35])[N:32]=[C:31]([N:36]2[CH2:37][CH2:38][N:39]([CH2:12][CH2:13][CH2:14][CH2:15][C:16]3[C:24]4[C:19](=[CH:20][CH:21]=[C:22]([C:25]#[N:26])[CH:23]=4)[NH:18][CH:17]=3)[CH2:40][CH2:41]2)[N:30]=1, predict the reactants needed to synthesize it. The reactants are: CC1C=CC(S(O[CH2:12][CH2:13][CH2:14][CH2:15][C:16]2[C:24]3[C:19](=[CH:20][CH:21]=[C:22]([C:25]#[N:26])[CH:23]=3)[NH:18][CH:17]=2)(=O)=O)=CC=1.[CH3:27][O:28][C:29]1[CH:34]=[C:33]([CH3:35])[N:32]=[C:31]([N:36]2[CH2:41][CH2:40][NH:39][CH2:38][CH2:37]2)[N:30]=1.C(=O)([O-])[O-].[K+].[K+].[I-].[K+]. (7) Given the product [O-:33][N+:29]1[CH:30]=[CH:31][CH:32]=[C:27]([C:25]#[C:24][C:20]2[CH:19]=[C:18]([N:9]3[C:10]4[C:15](=[CH:14][CH:13]=[CH:12][N:11]=4)[C:16](=[O:17])[C:7]([C:5]([NH2:4])=[O:6])=[CH:8]3)[CH:23]=[CH:22][CH:21]=2)[CH:28]=1, predict the reactants needed to synthesize it. The reactants are: C([NH:4][C:5]([C:7]1[C:16](=[O:17])[C:15]2[C:10](=[N:11][CH:12]=[CH:13][CH:14]=2)[N:9]([C:18]2[CH:23]=[CH:22][CH:21]=[C:20]([C:24]#[CH:25])[CH:19]=2)[CH:8]=1)=[O:6])(C)C.Br[C:27]1[CH:28]=[N+:29]([O-:33])[CH:30]=[CH:31][CH:32]=1.BrC1C=NC2C(C=1)=CC=CC=2. (8) Given the product [Cl:1][C:2]1[CH:24]=[C:23]([Cl:25])[CH:22]=[CH:21][C:3]=1[CH2:4][O:5][C:6]1[CH:20]=[CH:19][C:9]2[C:10]([O:18][CH2:33][C:34]([O:36][CH2:37][CH3:38])=[O:35])=[C:11]([C:13]([O:15][CH2:16][CH3:17])=[O:14])[S:12][C:8]=2[CH:7]=1, predict the reactants needed to synthesize it. The reactants are: [Cl:1][C:2]1[CH:24]=[C:23]([Cl:25])[CH:22]=[CH:21][C:3]=1[CH2:4][O:5][C:6]1[CH:20]=[CH:19][C:9]2[C:10]([OH:18])=[C:11]([C:13]([O:15][CH2:16][CH3:17])=[O:14])[S:12][C:8]=2[CH:7]=1.C([O-])([O-])=O.[K+].[K+].Br[CH2:33][C:34]([O:36][CH2:37][CH3:38])=[O:35]. (9) Given the product [ClH:1].[ClH:1].[CH2:3]([C:7]1[N:8]=[N:9][C:10]([O:26][C@H:27]2[C@H:32]([CH:33]([F:35])[F:34])[CH2:31][CH2:30][N:29]([CH3:37])[CH2:28]2)=[CH:11][C:12]=1[C:13]1[CH:18]=[CH:17][C:16]([O:19][CH:20]2[CH2:21][CH2:22][CH2:23][CH2:24][CH2:25]2)=[CH:15][CH:14]=1)[CH2:4][CH2:5][CH3:6], predict the reactants needed to synthesize it. The reactants are: [ClH:1].Cl.[CH2:3]([C:7]1[N:8]=[N:9][C:10]([O:26][C@H:27]2[C@H:32]([CH:33]([F:35])[F:34])[CH2:31][CH2:30][NH:29][CH2:28]2)=[CH:11][C:12]=1[C:13]1[CH:18]=[CH:17][C:16]([O:19][CH:20]2[CH2:25][CH2:24][CH2:23][CH2:22][CH2:21]2)=[CH:15][CH:14]=1)[CH2:4][CH2:5][CH3:6].Cl.[CH2:37](OCC)C.